This data is from Full USPTO retrosynthesis dataset with 1.9M reactions from patents (1976-2016). The task is: Predict the reactants needed to synthesize the given product. Given the product [N+:13]([N:11]1[CH:12]=[C:8]([N+:5]([O-:7])=[O:6])[N:9]=[CH:10]1)([O-:15])=[O:14], predict the reactants needed to synthesize it. The reactants are: C(O)(=O)C.[N+:5]([C:8]1[N:9]=[CH:10][NH:11][CH:12]=1)([O-:7])=[O:6].[N+:13]([O-])([OH:15])=[O:14].